Binary Classification. Given a drug SMILES string, predict its activity (active/inactive) in a high-throughput screening assay against a specified biological target. From a dataset of HIV replication inhibition screening data with 41,000+ compounds from the AIDS Antiviral Screen. (1) The result is 0 (inactive). The molecule is O=C(Cc1nc2ccccc2[nH]1)NN=C1SCC(=O)N1c1ccc(Cl)cc1. (2) The drug is C=CCC1(OC(C)=O)C2OC(=O)C1(O)OCC2O. The result is 0 (inactive). (3) The drug is O=S(=O)(O)C(C(I)I)S(=O)(=O)O. The result is 0 (inactive). (4) The molecule is CCOC(=O)CN1CCNCCN(CC(=O)OCC)CCNCC1. The result is 0 (inactive). (5) The compound is Cc1ccc(S(=O)(=O)C(C#N)c2nc3ccccc3nc2N2CCOCC2)cc1. The result is 0 (inactive). (6) The molecule is N#[N+]c1nc2c(O)ncnc2[nH]1. The result is 0 (inactive).